This data is from Peptide-MHC class I binding affinity with 185,985 pairs from IEDB/IMGT. The task is: Regression. Given a peptide amino acid sequence and an MHC pseudo amino acid sequence, predict their binding affinity value. This is MHC class I binding data. (1) The peptide sequence is DRFYKTLRA. The MHC is HLA-A03:01 with pseudo-sequence HLA-A03:01. The binding affinity (normalized) is 0. (2) The peptide sequence is TTFDAEYCR. The MHC is HLA-A33:01 with pseudo-sequence HLA-A33:01. The binding affinity (normalized) is 0.565. (3) The MHC is HLA-A02:12 with pseudo-sequence HLA-A02:12. The peptide sequence is ALGGSCHTT. The binding affinity (normalized) is 0.0847. (4) The MHC is HLA-B15:42 with pseudo-sequence HLA-B15:42. The binding affinity (normalized) is 0.213. The peptide sequence is FVVDTTPPL. (5) The peptide sequence is FAAEAAYEF. The MHC is H-2-Ld with pseudo-sequence H-2-Ld. The binding affinity (normalized) is 0.376.